Dataset: Reaction yield outcomes from USPTO patents with 853,638 reactions. Task: Predict the reaction yield, written as a fraction of the theoretical maximum amount of product (1.0 means a 100% yield; for example, 0.34 means a 34% yield). (1) The reactants are [Cl:1][C:2]1[CH:3]=[CH:4][C:5]([N:11]2[CH2:16][CH:15]([CH3:17])[CH2:14][CH:13]([CH3:18])[CH2:12]2)=[C:6]([CH:10]=1)[C:7]([OH:9])=O.Cl.[CH3:20][O:21][C:22](=[O:45])[C@@H:23]([NH2:44])[CH2:24][C:25]1[CH:30]=[CH:29][C:28]([C:31]2[CH:36]=[CH:35][CH:34]=[CH:33][C:32]=2[O:37][C:38]2[CH:43]=[CH:42][CH:41]=[CH:40][CH:39]=2)=[CH:27][CH:26]=1.CN(C(ON1N=NC2C=CC=CC1=2)=[N+](C)C)C.F[P-](F)(F)(F)(F)F.CCN(C(C)C)C(C)C. The catalyst is CN(C=O)C. The product is [CH3:20][O:21][C:22](=[O:45])[CH:23]([NH:44][C:7](=[O:9])[C:6]1[CH:10]=[C:2]([Cl:1])[CH:3]=[CH:4][C:5]=1[N:11]1[CH2:16][CH:15]([CH3:17])[CH2:14][CH:13]([CH3:18])[CH2:12]1)[CH2:24][C:25]1[CH:26]=[CH:27][C:28]([C:31]2[CH:36]=[CH:35][CH:34]=[CH:33][C:32]=2[O:37][C:38]2[CH:43]=[CH:42][CH:41]=[CH:40][CH:39]=2)=[CH:29][CH:30]=1. The yield is 0.620. (2) The yield is 0.970. The product is [NH2:15][C:16]1[CH:17]=[C:18]([C:22]2([CH3:32])[N:27]=[C:26]([NH2:28])[CH2:25][N:24]3[N:29]=[CH:30][CH:31]=[C:23]23)[CH:19]=[CH:20][CH:21]=1. The catalyst is O.C(O)(C)C. The reactants are Cl.C(=[N:15][C:16]1[CH:17]=[C:18]([C:22]2([CH3:32])[N:27]=[C:26]([NH2:28])[CH2:25][N:24]3[N:29]=[CH:30][CH:31]=[C:23]23)[CH:19]=[CH:20][CH:21]=1)(C1C=CC=CC=1)C1C=CC=CC=1.CCOCC. (3) The reactants are [NH2:1][C@H:2]1[CH2:6][CH2:5][N:4]([C:7](=[O:38])[CH:8]([N:15]2[C:19]3[CH:20]=[C:21]([C:24]#[N:25])[CH:22]=[CH:23][C:18]=3[N:17]([S:26]([C:29]3[CH:34]=[CH:33][C:32]([O:35][CH3:36])=[CH:31][CH:30]=3)(=[O:28])=[O:27])[C:16]2=[O:37])[C:9]2[CH:14]=[CH:13][CH:12]=[CH:11][CH:10]=2)[CH2:3]1.[CH3:39][N:40]1[CH2:45][CH2:44][C:43](=O)[CH2:42][CH2:41]1. The catalyst is C1COCC1. The product is [CH3:36][O:35][C:32]1[CH:31]=[CH:30][C:29]([S:26]([N:17]2[C:18]3[CH:23]=[CH:22][C:21]([C:24]#[N:25])=[CH:20][C:19]=3[N:15]([CH:8]([C:9]3[CH:10]=[CH:11][CH:12]=[CH:13][CH:14]=3)[C:7]([N:4]3[CH2:5][CH2:6][C@H:2]([NH:1][CH:43]4[CH2:44][CH2:45][N:40]([CH3:39])[CH2:41][CH2:42]4)[CH2:3]3)=[O:38])[C:16]2=[O:37])(=[O:27])=[O:28])=[CH:34][CH:33]=1. The yield is 0.710. (4) The reactants are [CH3:1][S:2]([N:5]1[CH2:10][CH2:9][C:8]2[N:11]([CH2:24][CH2:25][CH:26]=O)[N:12]=[C:13]([C:14]3[CH:19]=[CH:18][C:17]([C:20]([F:23])([F:22])[F:21])=[CH:16][CH:15]=3)[C:7]=2[CH2:6]1)(=[O:4])=[O:3].[Cl:28][C:29]1[CH:34]=[CH:33][CH:32]=[C:31]([N+:35]([O-:37])=[O:36])[C:30]=1[N:38]1[CH2:43][CH2:42][NH:41][CH2:40][CH2:39]1.S([O-])([O-])(=O)=O.[Na+].[Na+].C(O[BH-](OC(=O)C)OC(=O)C)(=O)C.[Na+]. The catalyst is C(Cl)Cl. The product is [Cl:28][C:29]1[CH:34]=[CH:33][CH:32]=[C:31]([N+:35]([O-:37])=[O:36])[C:30]=1[N:38]1[CH2:43][CH2:42][N:41]([CH2:26][CH2:25][CH2:24][N:11]2[C:8]3[CH2:9][CH2:10][N:5]([S:2]([CH3:1])(=[O:4])=[O:3])[CH2:6][C:7]=3[C:13]([C:14]3[CH:19]=[CH:18][C:17]([C:20]([F:23])([F:22])[F:21])=[CH:16][CH:15]=3)=[N:12]2)[CH2:40][CH2:39]1. The yield is 0.490. (5) The product is [C@@H:19]1([N:1]2[CH:5]=[CH:4][CH:3]=[C:2]2[CH:6]=[O:7])[O:20][C@H:21]([CH2:31][OH:32])[C@@H:22]([OH:23])[C@H:18]1[OH:17]. The reactants are [NH:1]1[CH:5]=[CH:4][CH:3]=[C:2]1[CH:6]=[O:7].[H-].[Na+].C([O:17][C@@H:18]1[C@H:22]([O:23]CC2C=CC=CC=2)[C@@H:21]([CH2:31][O:32]CC2C=CC=CC=2)[O:20][CH:19]1Cl)C1C=CC=CC=1.B(Br)(Br)Br.[NH4+].[OH-]. The yield is 0.150. The catalyst is CC#N.CO.C(Cl)Cl.C(Cl)Cl.C1(C)C=CC=CC=1.